This data is from Reaction yield outcomes from USPTO patents with 853,638 reactions. The task is: Predict the reaction yield, written as a fraction of the theoretical maximum amount of product (1.0 means a 100% yield; for example, 0.34 means a 34% yield). (1) The reactants are CN(C)C=O.[H-].[Na+].[CH3:8][C:9]1[C:17]([CH3:18])=[CH:16][CH:15]=[C:14]2[C:10]=1[CH:11]=[C:12]([C:19]([O:21][CH2:22][CH3:23])=[O:20])[NH:13]2.Br[CH2:25][CH2:26][CH2:27][C:28]#[N:29]. The catalyst is C(OCC)(=O)C. The product is [CH3:8][C:9]1[C:17]([CH3:18])=[CH:16][CH:15]=[C:14]2[C:10]=1[CH:11]=[C:12]([C:19]([O:21][CH2:22][CH3:23])=[O:20])[N:13]2[CH2:25][CH2:26][CH2:27][C:28]#[N:29]. The yield is 0.950. (2) The reactants are Br[CH2:2][C:3]1[CH:4]=[C:5]([CH:23]=[CH:24][CH:25]=1)[CH2:6][O:7][C:8]1[CH:13]=[CH:12][C:11]([C:14]2[CH:19]=[C:18]([F:20])[C:17]([F:21])=[CH:16][C:15]=2[F:22])=[CH:10][CH:9]=1.[C:26]([O:30][C:31]([CH:33]1[CH2:38][CH2:37][CH2:36][S:35](=[O:40])(=[O:39])[NH:34]1)=[O:32])([CH3:29])([CH3:28])[CH3:27].C(=O)([O-])[O-].[K+].[K+]. The catalyst is CN(C=O)C.C(OCC)(=O)C.O. The product is [C:26]([O:30][C:31]([CH:33]1[CH2:38][CH2:37][CH2:36][S:35](=[O:40])(=[O:39])[N:34]1[CH2:2][C:3]1[CH:25]=[CH:24][CH:23]=[C:5]([CH2:6][O:7][C:8]2[CH:13]=[CH:12][C:11]([C:14]3[CH:19]=[C:18]([F:20])[C:17]([F:21])=[CH:16][C:15]=3[F:22])=[CH:10][CH:9]=2)[CH:4]=1)=[O:32])([CH3:29])([CH3:27])[CH3:28]. The yield is 0.388. (3) The reactants are [CH3:1][C:2]1[CH:11]=[N:10][C:9]2[C:4](=[CH:5][CH:6]=[CH:7][C:8]=2[N+:12]([O-])=O)[N:3]=1. The catalyst is CO.[Cl-].[Cl-].[Cl-].[Ti+3]. The yield is 0.790. The product is [CH3:1][C:2]1[CH:11]=[N:10][C:9]2[C:4](=[CH:5][CH:6]=[CH:7][C:8]=2[NH2:12])[N:3]=1. (4) The reactants are [N+:1]([C:4]1[CH:5]=[CH:6][CH:7]=[C:8]2[C:12]=1[NH:11][C:10]([C:13]([OH:15])=O)=[CH:9]2)([O-:3])=[O:2].[NH2:16][C@@H:17]([CH2:26][S:27][CH2:28][C:29]1[CH:34]=[CH:33][C:32]([O:35][CH3:36])=[CH:31][CH:30]=1)[CH2:18][O:19][C:20](=[O:25])[C:21]([CH3:24])([CH3:23])[CH3:22].C(Cl)CCl.C1C=CC2N(O)N=NC=2C=1.C(=O)(O)[O-].[Na+]. The catalyst is CN(C)C=O. The product is [CH3:36][O:35][C:32]1[CH:31]=[CH:30][C:29]([CH2:28][S:27][CH2:26][C@H:17]([NH:16][C:13]([C:10]2[NH:11][C:12]3[C:8]([CH:9]=2)=[CH:7][CH:6]=[CH:5][C:4]=3[N+:1]([O-:3])=[O:2])=[O:15])[CH2:18][O:19][C:20](=[O:25])[C:21]([CH3:24])([CH3:23])[CH3:22])=[CH:34][CH:33]=1. The yield is 0.710.